This data is from Full USPTO retrosynthesis dataset with 1.9M reactions from patents (1976-2016). The task is: Predict the reactants needed to synthesize the given product. (1) Given the product [Cl:1][C:2]1[CH:3]=[C:4]([CH:9]2[C:18]3[C:13](=[CH:14][C:15]([N+:28]([O-:30])=[O:29])=[CH:16][CH:17]=3)[C:12](=[O:19])[CH2:11][CH2:10]2)[CH:5]=[CH:6][C:7]=1[Cl:8], predict the reactants needed to synthesize it. The reactants are: [Cl:1][C:2]1[CH:3]=[C:4]([CH:9]2[C:18]3[C:13](=[CH:14][CH:15]=[CH:16][CH:17]=3)[C:12](=[O:19])[CH2:11][CH2:10]2)[CH:5]=[CH:6][C:7]=1[Cl:8].FC(F)(F)S(O)(=O)=O.[N+:28]([O-])([O-:30])=[O:29].[K+].N. (2) Given the product [CH2:31]([C:2]1[N:3]([CH2:28][CH2:29][CH3:30])[C:4](=[O:27])[C:5]2[NH:6][C:7]([C:11]3[CH:12]=[N:13][N:14]([CH2:16][C:17]4[CH:22]=[CH:21][CH:20]=[C:19]([C:23]([F:26])([F:25])[F:24])[CH:18]=4)[CH:15]=3)=[N:8][C:9]=2[N:10]=1)[CH3:32], predict the reactants needed to synthesize it. The reactants are: Cl[C:2]1[N:3]([CH2:28][CH2:29][CH3:30])[C:4](=[O:27])[C:5]2[NH:6][C:7]([C:11]3[CH:12]=[N:13][N:14]([CH2:16][C:17]4[CH:22]=[CH:21][CH:20]=[C:19]([C:23]([F:26])([F:25])[F:24])[CH:18]=4)[CH:15]=3)=[N:8][C:9]=2[N:10]=1.[CH2:31]([Mg]Br)[CH3:32]. (3) Given the product [N:1]12[CH2:9][CH2:8][CH:5]([CH2:6][CH2:7]1)[NH:4][CH2:3][CH2:2]2, predict the reactants needed to synthesize it. The reactants are: [N:1]12[CH2:9][CH2:8][CH:5]([CH2:6][CH2:7]1)[NH:4][C:3](=O)[CH2:2]2.[H-].[H-].[H-].[H-].[Li+].[Al+3].O.